This data is from Forward reaction prediction with 1.9M reactions from USPTO patents (1976-2016). The task is: Predict the product of the given reaction. (1) Given the reactants [Cl:1][C:2]1[CH:10]=[CH:9][C:5]([C:6]([OH:8])=O)=[CH:4][CH:3]=1.[CH:11]([N:14]1[CH2:19][CH2:18][CH:17]([NH:20][S:21]([CH2:24][CH2:25][NH2:26])(=[O:23])=[O:22])[CH2:16][CH2:15]1)([CH3:13])[CH3:12], predict the reaction product. The product is: [Cl:1][C:2]1[CH:3]=[CH:4][C:5]([C:6]([NH:26][CH2:25][CH2:24][S:21](=[O:23])(=[O:22])[NH:20][CH:17]2[CH2:18][CH2:19][N:14]([CH:11]([CH3:12])[CH3:13])[CH2:15][CH2:16]2)=[O:8])=[CH:9][CH:10]=1. (2) Given the reactants [CH3:1][N:2]1[CH2:24][CH2:23][C:5]2[N:6]([CH2:14][C:15]([C:17]3[CH:22]=[CH:21][N:20]=[CH:19][CH:18]=3)=[O:16])[C:7]3[CH:8]=[CH:9][C:10]([CH3:13])=[CH:11][C:12]=3[C:4]=2[CH2:3]1.[H-].[Na+].[CH3:27]I, predict the reaction product. The product is: [CH3:27][O:16]/[C:15](/[C:17]1[CH:18]=[CH:19][N:20]=[CH:21][CH:22]=1)=[CH:14]\[N:6]1[C:7]2[CH:8]=[CH:9][C:10]([CH3:13])=[CH:11][C:12]=2[C:4]2[CH2:3][N:2]([CH3:1])[CH2:24][CH2:23][C:5]1=2. (3) Given the reactants C(Cl)CCl.C1C=CC2N(O)N=[N:11]C=2C=1.[N:15]1([CH2:21][C:22]([OH:24])=O)[CH2:20][CH2:19][O:18][CH2:17][CH2:16]1.C(N(CC)CC)C, predict the reaction product. The product is: [N:15]1([CH2:21][C:22]([NH2:11])=[O:24])[CH2:20][CH2:19][O:18][CH2:17][CH2:16]1. (4) Given the reactants Cl[C:2]1[N:3]=[CH:4][C:5]2[CH:11]=[N:10][CH:9]=[C:8]([I:12])[C:6]=2[N:7]=1.Cl.[NH2:14][C@H:15]1[CH2:20][CH2:19][CH2:18][CH2:17][C@H:16]1[OH:21].C(N(CC)CC)C, predict the reaction product. The product is: [I:12][C:8]1[C:6]2[N:7]=[C:2]([NH:14][C@H:15]3[CH2:20][CH2:19][CH2:18][CH2:17][C@H:16]3[OH:21])[N:3]=[CH:4][C:5]=2[CH:11]=[N:10][CH:9]=1.